This data is from Reaction yield outcomes from USPTO patents with 853,638 reactions. The task is: Predict the reaction yield, written as a fraction of the theoretical maximum amount of product (1.0 means a 100% yield; for example, 0.34 means a 34% yield). (1) The reactants are [Br:1][C:2]1[CH:7]=[CH:6][C:5]([NH2:8])=[C:4]([C:9]2[CH2:14][CH2:13][CH2:12][CH2:11][CH:10]=2)[CH:3]=1.[C:15]([C:17]1[N:18]=[C:19]([C:30]([O-])=[O:31])[N:20]([CH2:22][O:23][CH2:24][CH2:25][Si:26]([CH3:29])([CH3:28])[CH3:27])[CH:21]=1)#[N:16].[K+].C1CN([P+](Br)(N2CCCC2)N2CCCC2)CC1.F[P-](F)(F)(F)(F)F.C(N(CC)C(C)C)(C)C. The catalyst is CN(C=O)C.CCOC(C)=O. The product is [Br:1][C:2]1[CH:7]=[CH:6][C:5]([NH:8][C:30]([C:19]2[N:20]([CH2:22][O:23][CH2:24][CH2:25][Si:26]([CH3:29])([CH3:28])[CH3:27])[CH:21]=[C:17]([C:15]#[N:16])[N:18]=2)=[O:31])=[C:4]([C:9]2[CH2:14][CH2:13][CH2:12][CH2:11][CH:10]=2)[CH:3]=1. The yield is 0.900. (2) The reactants are [Cl-].[Mg+2].[Cl-].[C:4]([OH:10])(=O)[CH2:5][C:6]([OH:8])=[O:7].[CH2:11]([K])[CH3:12].N1(C(N2C=CN=C2)=O)[CH:18]=[CH:17]N=C1.[F:26][C:27]1[CH:46]=[CH:45][CH:44]=[CH:43][C:28]=1[CH2:29][CH:30]1[CH2:35][CH:34]([C:36]([OH:38])=O)[CH2:33][CH2:32][N:31]1[C:39]([O:41][CH3:42])=[O:40]. The catalyst is C1COCC1. The product is [CH2:11]([O:8][C:6](=[O:7])[CH2:5][C:4]([C@@H:34]1[CH2:33][CH2:32][N:31]([C:39]([O:41][CH3:42])=[O:40])[C@@H:30]([CH2:29][C:28]2[CH:43]=[CH:44][CH:45]=[CH:46][C:27]=2[F:26])[CH2:35]1)=[O:10])[CH3:12].[CH2:17]([O:8][C:6](=[O:7])[CH2:5][C:36]([C@H:34]1[CH2:33][CH2:32][N:31]([C:39]([O:41][CH3:42])=[O:40])[C@@H:30]([CH2:29][C:28]2[CH:43]=[CH:44][CH:45]=[CH:46][C:27]=2[F:26])[CH2:35]1)=[O:38])[CH3:18]. The yield is 0.140.